From a dataset of Full USPTO retrosynthesis dataset with 1.9M reactions from patents (1976-2016). Predict the reactants needed to synthesize the given product. (1) Given the product [CH3:12][O:11][C:6]1[CH:7]=[CH:8][C:9]([S:22][C:23]#[N:24])=[C:4]([N+:1]([O-:3])=[O:2])[CH:5]=1, predict the reactants needed to synthesize it. The reactants are: [N+:1]([C:4]1[CH:5]=[C:6]([O:11][CH3:12])[CH:7]=[CH:8][C:9]=1N)([O-:3])=[O:2].OS(O)(=O)=O.N([O-])=O.[Na+].[S-:22][C:23]#[N:24].[K+]. (2) Given the product [C:15]([O:18][C@@H:19]1[C@@H:24]([O:25][CH2:26][C:27]2[CH:32]=[CH:31][CH:30]=[CH:29][CH:28]=2)[C@@H:23]([O:33][CH2:34][C:35]2[CH:36]=[CH:37][CH:38]=[CH:39][CH:40]=2)[C@@H:22]([CH2:41][O:42][CH2:43][C:44]2[CH:49]=[CH:48][CH:47]=[CH:46][CH:45]=2)[O:21][C@H:20]1[O:50][C@@H:51]1[C@@H:80]([CH2:81][O:82][CH2:83][C:84]2[CH:85]=[CH:86][CH:87]=[CH:88][CH:89]=2)[O:79][C@H:54]([O:55][CH2:56][CH2:57][CH2:58][CH2:59][CH2:60][N:61]([CH2:72][C:73]2[CH:78]=[CH:77][CH:76]=[CH:75][CH:74]=2)[C:62]([O:64][CH2:65][C:66]2[CH:71]=[CH:70][CH:69]=[CH:68][CH:67]=2)=[O:63])[C@H:53]([N:90]=[N+:91]=[N-:92])[C@H:52]1[OH:93])(=[O:17])[CH3:16], predict the reactants needed to synthesize it. The reactants are: C(C1C(=O)C(Cl)=C(Cl)C(=O)C=1C#N)#N.[C:15]([O:18][C@@H:19]1[C@@H:24]([O:25][CH2:26][C:27]2[CH:32]=[CH:31][CH:30]=[CH:29][CH:28]=2)[C@@H:23]([O:33][CH2:34][C:35]2[CH:40]=[CH:39][CH:38]=[CH:37][CH:36]=2)[C@@H:22]([CH2:41][O:42][CH2:43][C:44]2[CH:49]=[CH:48][CH:47]=[CH:46][CH:45]=2)[O:21][C@H:20]1[O:50][C@@H:51]1[C@@H:80]([CH2:81][O:82][CH2:83][C:84]2[CH:89]=[CH:88][CH:87]=[CH:86][CH:85]=2)[O:79][C@H:54]([O:55][CH2:56][CH2:57][CH2:58][CH2:59][CH2:60][N:61]([CH2:72][C:73]2[CH:78]=[CH:77][CH:76]=[CH:75][CH:74]=2)[C:62]([O:64][CH2:65][C:66]2[CH:71]=[CH:70][CH:69]=[CH:68][CH:67]=2)=[O:63])[C@H:53]([N:90]=[N+:91]=[N-:92])[C@H:52]1[O:93]CC1C=CC2C(=CC=CC=2)C=1)(=[O:17])[CH3:16]. (3) Given the product [C:21]([CH:20]([C:23]1([CH3:27])[CH2:26][O:25][CH2:24]1)[NH:19][C:10]([C:7]1[CH:6]=[C:5]([O:13][CH2:14][C:15]([F:18])([F:17])[F:16])[C:4]([CH:1]2[CH2:2][CH2:3]2)=[CH:9][N:8]=1)=[O:12])#[N:22], predict the reactants needed to synthesize it. The reactants are: [CH:1]1([C:4]2[C:5]([O:13][CH2:14][C:15]([F:18])([F:17])[F:16])=[CH:6][C:7]([C:10]([OH:12])=O)=[N:8][CH:9]=2)[CH2:3][CH2:2]1.[NH2:19][CH:20]([C:23]1([CH3:27])[CH2:26][O:25][CH2:24]1)[C:21]#[N:22].